This data is from Reaction yield outcomes from USPTO patents with 853,638 reactions. The task is: Predict the reaction yield, written as a fraction of the theoretical maximum amount of product (1.0 means a 100% yield; for example, 0.34 means a 34% yield). (1) The reactants are [CH3:1][O:2][C:3]1[CH:4]=[C:5]2[C:10](=[CH:11][C:12]=1[O:13][CH3:14])[N:9]=[CH:8][N:7]=[C:6]2[O:15][C:16]1[CH:22]=[CH:21][C:19]([NH2:20])=[C:18]([F:23])[CH:17]=1.[C:24]1([CH3:33])[C:25]([N:30]=[C:31]=[O:32])=[CH:26][CH:27]=[CH:28][CH:29]=1.CO. The catalyst is C(Cl)(Cl)Cl. The product is [CH3:1][O:2][C:3]1[CH:4]=[C:5]2[C:10](=[CH:11][C:12]=1[O:13][CH3:14])[N:9]=[CH:8][N:7]=[C:6]2[O:15][C:16]1[CH:22]=[CH:21][C:19]([NH:20][C:31]([NH:30][C:25]2[CH:26]=[CH:27][CH:28]=[CH:29][C:24]=2[CH3:33])=[O:32])=[C:18]([F:23])[CH:17]=1. The yield is 0.240. (2) The reactants are [C:1]1(B(O)O)[CH:6]=[CH:5][CH:4]=[CH:3][CH:2]=1.[Cl-].C(C1C=CC=C(C(C)C)C=1[N+]1C=[CH:26][N:25]([C:28]2[C:33]([CH:34]([CH3:36])[CH3:35])=[CH:32][CH:31]=[CH:30][C:29]=2[CH:37]([CH3:39])C)[CH:24]=1)(C)C.[C:40]([O-:43])([O-])=O.[Na+].[Na+].C(O)C. The catalyst is C(Cl)Cl.CO.N.O.C1C=CC(/C=C/C(/C=C/C2C=CC=CC=2)=O)=CC=1.C1C=CC(/C=C/C(/C=C/C2C=CC=CC=2)=O)=CC=1.C1C=CC(/C=C/C(/C=C/C2C=CC=CC=2)=O)=CC=1.[Pd].[Pd]. The product is [C:1]1([C:29]2[CH:37]=[CH:39][C:40]3[O:43][C:33]4([CH2:28][N:25]5[CH2:24][CH2:35][CH:34]4[CH2:36][CH2:26]5)[CH2:32][C:31]=3[CH:30]=2)[CH:6]=[CH:5][CH:4]=[CH:3][CH:2]=1. The yield is 0.450. (3) The reactants are CCOC([CH2:6][CH2:7][C:8]([C:10]([O:12][CH2:13][CH3:14])=[O:11])=O)=O.Cl.Cl.[NH2:17][NH2:18].[OH2:19].[C:20]([O-])(O)=O.[Na+].[CH2:25](O)[CH3:26]. No catalyst specified. The product is [CH2:25]([O:19][C:20]1[NH:18][N:17]=[C:8]([C:10]([O:12][CH2:13][CH3:14])=[O:11])[C:7]=1[CH3:6])[CH3:26]. The yield is 0.800. (4) The reactants are C([N:4]([C@@H:14]([C:16]1[CH:21]=[CH:20][CH:19]=[CH:18][CH:17]=1)[CH3:15])[C:5](=[O:13])[CH2:6][CH2:7][CH2:8][CH2:9][CH2:10][CH2:11][CH3:12])C=C.[C:22]([Mg]Cl)(C)([CH3:24])[CH3:23].[C:28](Cl)(=[O:33])[O:29][CH:30]([CH3:32])[CH3:31].Cl. The catalyst is C1(C)C=CC=CC=1. The product is [CH:30]([O:29][C:28]([N:4]([C@@H:14]([C:16]1[CH:17]=[CH:18][CH:19]=[CH:20][CH:21]=1)[CH3:15])[C:5](=[O:13])[CH:6]([CH2:24][CH:22]=[CH2:23])[CH2:7][CH2:8][CH2:9][CH2:10][CH2:11][CH3:12])=[O:33])([CH3:32])[CH3:31]. The yield is 0.780. (5) The reactants are [H-].[Na+].[OH:3]/[N:4]=[C:5](/[C:12]1[CH:17]=[CH:16][CH:15]=[CH:14][CH:13]=1)\[CH2:6][CH2:7][C:8]([O:10][CH3:11])=[O:9].Cl[CH2:19][C:20]1[CH:40]=[CH:39][C:23]([O:24][CH2:25][CH2:26][C:27]2[N:28]=[C:29]([C:33]3[CH:38]=[CH:37][CH:36]=[CH:35][CH:34]=3)[O:30][C:31]=2[CH3:32])=[CH:22][CH:21]=1.Cl.C(=O)(O)[O-].[Na+]. The catalyst is CN(C)C=O. The product is [CH3:32][C:31]1[O:30][C:29]([C:33]2[CH:34]=[CH:35][CH:36]=[CH:37][CH:38]=2)=[N:28][C:27]=1[CH2:26][CH2:25][O:24][C:23]1[CH:22]=[CH:21][C:20]([CH2:19][O:3]/[N:4]=[C:5](/[C:12]2[CH:17]=[CH:16][CH:15]=[CH:14][CH:13]=2)\[CH2:6][CH2:7][C:8]([O:10][CH3:11])=[O:9])=[CH:40][CH:39]=1. The yield is 0.430. (6) The reactants are [I:1][C:2]1[CH:3]=[C:4]([OH:8])[CH:5]=[CH:6][CH:7]=1.[C:9](Cl)(=[O:11])[CH3:10].C(=O)([O-])[O-].[K+].[K+]. The catalyst is CN(C)C=O. The product is [C:9]([O:8][C:4]1[CH:5]=[CH:6][CH:7]=[C:2]([I:1])[CH:3]=1)(=[O:11])[CH3:10]. The yield is 0.650. (7) The reactants are [H-].[Na+].[CH3:3][O:4][C:5]1[CH:10]=[CH:9][C:8]([NH2:11])=[CH:7][CH:6]=1.[Cl:12][C:13]1[CH:18]=[CH:17][CH:16]=[C:15](Cl)[C:14]=1[N+:20]([O-:22])=[O:21].Cl. The catalyst is COC1CCCC1.O. The product is [Cl:12][C:13]1[C:14]([N+:20]([O-:22])=[O:21])=[C:15]([CH:16]=[CH:17][CH:18]=1)[NH:11][C:8]1[CH:9]=[CH:10][C:5]([O:4][CH3:3])=[CH:6][CH:7]=1. The yield is 0.460.